Task: Predict which catalyst facilitates the given reaction.. Dataset: Catalyst prediction with 721,799 reactions and 888 catalyst types from USPTO (1) Reactant: Br[C:2]1[CH:3]=[C:4]2[C:8](=[C:9]([C:11]([NH2:13])=[O:12])[CH:10]=1)[NH:7][N:6]=[C:5]2[CH:14]1[CH2:19][CH2:18][N:17]([S:20]([CH2:23][CH2:24][CH2:25][N:26]2[CH2:30][CH2:29][CH2:28][CH2:27]2)(=[O:22])=[O:21])[CH2:16][CH2:15]1.[OH:31][CH2:32][C:33]1[CH:34]=[C:35](B(O)O)[CH:36]=[CH:37][CH:38]=1.C(=O)([O-])[O-].[Cs+].[Cs+]. Product: [OH:31][CH2:32][C:33]1[CH:38]=[C:37]([C:2]2[CH:3]=[C:4]3[C:8](=[C:9]([C:11]([NH2:13])=[O:12])[CH:10]=2)[NH:7][N:6]=[C:5]3[CH:14]2[CH2:15][CH2:16][N:17]([S:20]([CH2:23][CH2:24][CH2:25][N:26]3[CH2:27][CH2:28][CH2:29][CH2:30]3)(=[O:22])=[O:21])[CH2:18][CH2:19]2)[CH:36]=[CH:35][CH:34]=1. The catalyst class is: 70. (2) Reactant: [NH2:1][C:2]([CH3:6])([CH3:5])[CH2:3][OH:4].C(N(CC)CC)C.[CH3:14][O:15][C:16]1[CH:21]=[CH:20][C:19]([S:22](Cl)(=[O:24])=[O:23])=[CH:18][CH:17]=1. Product: [OH:4][CH2:3][C:2]([NH:1][S:22]([C:19]1[CH:18]=[CH:17][C:16]([O:15][CH3:14])=[CH:21][CH:20]=1)(=[O:24])=[O:23])([CH3:6])[CH3:5]. The catalyst class is: 20. (3) Reactant: [CH:1]([NH:4][C:5]1[CH:10]=[CH:9][CH:8]=[CH:7][CH:6]=1)([CH3:3])[CH3:2].C(N(CC)CC)C.[Br:18][CH2:19][C:20](Br)=[O:21]. Product: [Br:18][CH2:19][C:20]([N:4]([CH:1]([CH3:3])[CH3:2])[C:5]1[CH:10]=[CH:9][CH:8]=[CH:7][CH:6]=1)=[O:21]. The catalyst class is: 473. (4) Reactant: [Br:1][C:2]1[CH:11]=[CH:10][CH:9]=[C:8]2[C:3]=1[CH:4]=[CH:5][CH:6]=[C:7]2[CH2:12]O.N1C=CC=CC=1.P(Br)(Br)[Br:21]. Product: [Br:1][C:2]1[C:3]2[C:8](=[C:7]([CH2:12][Br:21])[CH:6]=[CH:5][CH:4]=2)[CH:9]=[CH:10][CH:11]=1. The catalyst class is: 2. (5) Reactant: C(OC([NH:8][C:9]1[CH:14]=[CH:13][C:12]([C:15]2[CH:16]=[C:17]([C:21]([OH:23])=O)[N:18]([CH3:20])[CH:19]=2)=[CH:11][CH:10]=1)=O)(C)(C)C.CCN=C=NCCCN(C)C.[NH2:35][C:36]1[N:37]=[C:38]([C:42]([O:44][CH3:45])=[O:43])[N:39]([CH3:41])[CH:40]=1. Product: [NH2:8][C:9]1[CH:10]=[CH:11][C:12]([C:15]2[CH:16]=[C:17]([C:21]([NH:35][C:36]3[N:37]=[C:38]([C:42]([O:44][CH3:45])=[O:43])[N:39]([CH3:41])[CH:40]=3)=[O:23])[N:18]([CH3:20])[CH:19]=2)=[CH:13][CH:14]=1. The catalyst class is: 239. (6) Product: [C:23]1([C:11]2[NH:10][C:18]3[C:13]([CH:12]=2)=[C:14]([O:21][CH3:22])[C:15]([O:19][CH3:20])=[CH:16][CH:17]=3)[CH2:27][CH2:26][CH2:25][CH:24]=1. The catalyst class is: 14. Reactant: C1(S([N:10]2[C:18]3[C:13](=[C:14]([O:21][CH3:22])[C:15]([O:19][CH3:20])=[CH:16][CH:17]=3)[CH:12]=[C:11]2[C:23]2[CH2:27][CH2:26][CH2:25][CH:24]=2)(=O)=O)C=CC=CC=1.[OH-].[Na+]. (7) Reactant: [CH3:1][O:2][C:3]1[C:12]([CH3:13])=[C:11]2[C:6]([C:7]([O:23][C@@H:24]3[CH2:28][N:27]([C:29]([O:31][C:32]([CH3:35])([CH3:34])[CH3:33])=[O:30])[C@H:26]([C:36]([O:38]C)=[O:37])[CH2:25]3)=[CH:8][C:9]([C:14]3[S:15][CH:16]=[C:17]([C:19]([F:22])([F:21])[F:20])[N:18]=3)=[N:10]2)=[CH:5][CH:4]=1.O.[OH-].[Li+].Cl. Product: [C:32]([O:31][C:29]([N:27]1[CH2:28][C@@H:24]([O:23][C:7]2[C:6]3[C:11](=[C:12]([CH3:13])[C:3]([O:2][CH3:1])=[CH:4][CH:5]=3)[N:10]=[C:9]([C:14]3[S:15][CH:16]=[C:17]([C:19]([F:20])([F:22])[F:21])[N:18]=3)[CH:8]=2)[CH2:25][C@H:26]1[C:36]([OH:38])=[O:37])=[O:30])([CH3:35])([CH3:33])[CH3:34]. The catalyst class is: 1. (8) Reactant: [C:1]([O:5][C:6]([NH:8][CH2:9][C:10]1[CH:24]=[CH:23][C:22]([Cl:25])=[CH:21][C:11]=1[CH2:12][NH:13][C:14](=[O:20])[C@@H:15]1[CH2:19][CH2:18][CH2:17][NH:16]1)=[O:7])([CH3:4])([CH3:3])[CH3:2].[C:26]([O:30][C:31]([C:33]1[CH:34]=[C:35]([C@H:39]([C:45]2[CH:50]=[CH:49][CH:48]=[CH:47][N:46]=2)[C@@H:40]([OH:44])[C:41](O)=[O:42])[CH:36]=[CH:37][CH:38]=1)=[O:32])([CH3:29])([CH3:28])[CH3:27].C1C=C2N=NN(O)C2=CC=1.O.C(Cl)CCl.C(N(C(C)C)CC)(C)C. Product: [C:26]([O:30][C:31]([C:33]1[CH:34]=[C:35]([C@H:39]([C:45]2[CH:50]=[CH:49][CH:48]=[CH:47][N:46]=2)[C@@H:40]([OH:44])[C:41]([N:16]2[CH2:17][CH2:18][CH2:19][C@H:15]2[C:14]([NH:13][CH2:12][C:11]2[CH:21]=[C:22]([Cl:25])[CH:23]=[CH:24][C:10]=2[CH2:9][NH:8][C:6]([O:5][C:1]([CH3:4])([CH3:2])[CH3:3])=[O:7])=[O:20])=[O:42])[CH:36]=[CH:37][CH:38]=1)=[O:32])([CH3:29])([CH3:27])[CH3:28]. The catalyst class is: 3.